Dataset: Catalyst prediction with 721,799 reactions and 888 catalyst types from USPTO. Task: Predict which catalyst facilitates the given reaction. (1) Reactant: Br[C:2]1[CH:3]=[CH:4][C:5]([Cl:9])=[C:6]([OH:8])[CH:7]=1.[CH3:10][C:11]1([CH3:27])[C:15]([CH3:17])([CH3:16])[O:14][B:13]([B:13]2[O:14][C:15]([CH3:17])([CH3:16])[C:11]([CH3:27])([CH3:10])[O:12]2)[O:12]1.C([O-])(=O)C.[K+]. Product: [Cl:9][C:5]1[CH:4]=[CH:3][C:2]([B:13]2[O:14][C:15]([CH3:17])([CH3:16])[C:11]([CH3:27])([CH3:10])[O:12]2)=[CH:7][C:6]=1[OH:8]. The catalyst class is: 128. (2) Reactant: C(O[C:6]([N:8]1[CH2:13][CH:12]=[C:11]([C:14]2[CH:19]=[C:18]([N+:20]([O-])=O)[CH:17]=[CH:16][C:15]=2[F:23])[CH2:10][CH2:9]1)=O)(C)(C)C.C1COCC1.[H-].[Al+3].[Li+].[H-].[H-].[H-]. Product: [F:23][C:15]1[CH:16]=[CH:17][C:18]([NH2:20])=[CH:19][C:14]=1[C:11]1[CH2:12][CH2:13][N:8]([CH3:6])[CH2:9][CH:10]=1. The catalyst class is: 6.